Dataset: Full USPTO retrosynthesis dataset with 1.9M reactions from patents (1976-2016). Task: Predict the reactants needed to synthesize the given product. (1) Given the product [Cl:19][C:20]1[CH:21]=[C:22]([CH:28]=[C:29]([Cl:31])[CH:30]=1)[C:23]([O:25][CH2:26][N:15]1[C:14](=[O:16])[O:13][N:12]=[C:11]1[C:7]1[CH:6]=[C:5]([C:4]([F:3])([F:17])[F:18])[CH:10]=[CH:9][N:8]=1)=[O:24], predict the reactants needed to synthesize it. The reactants are: [H-].[Na+].[F:3][C:4]([F:18])([F:17])[C:5]1[CH:10]=[CH:9][N:8]=[C:7]([C:11]2[NH:12][O:13][C:14](=[O:16])[N:15]=2)[CH:6]=1.[Cl:19][C:20]1[CH:21]=[C:22]([CH:28]=[C:29]([Cl:31])[CH:30]=1)[C:23]([O:25][CH2:26]Cl)=[O:24].[Cl-].[NH4+]. (2) Given the product [C:52]([O:56][C:57]([N:59]1[CH2:64][CH2:63][N:62]([C:47]2[CH:46]=[C:45]([CH2:43][CH3:44])[N:50]=[CH:49][N:48]=2)[CH2:61][CH2:60]1)=[O:58])([CH3:55])([CH3:53])[CH3:54], predict the reactants needed to synthesize it. The reactants are: CCN(C(C)C)C(C)C.C1CN([P+](ON2N=NC3C=CC=CC2=3)(N2CCCC2)N2CCCC2)CC1.F[P-](F)(F)(F)(F)F.[CH2:43]([C:45]1[N:50]=[CH:49][NH:48][C:47](=O)[CH:46]=1)[CH3:44].[C:52]([O:56][C:57]([N:59]1[CH2:64][CH2:63][NH:62][CH2:61][CH2:60]1)=[O:58])([CH3:55])([CH3:54])[CH3:53]. (3) Given the product [CH3:27][N:24]1[CH2:25][CH2:26][C:21]2([CH2:20][C:19]3[C:30](=[N:31][CH:32]=[C:17](/[CH:16]=[CH:15]/[C:14](=[O:34])[N:12]4[CH2:11][CH:10](/[C:7](=[N:2]/[O:3][CH2:4][CH2:5][CH3:6])/[CH3:8])[CH2:13]4)[CH:18]=3)[NH:29][C:28]2=[O:33])[CH2:22][CH2:23]1, predict the reactants needed to synthesize it. The reactants are: Cl.[NH2:2][O:3][CH2:4][CH2:5][CH3:6].[C:7]([CH:10]1[CH2:13][N:12]([C:14](=[O:34])/[CH:15]=[CH:16]/[C:17]2[CH:18]=[C:19]3[C:30](=[N:31][CH:32]=2)[NH:29][C:28](=[O:33])[C:21]2([CH2:26][CH2:25][N:24]([CH3:27])[CH2:23][CH2:22]2)[CH2:20]3)[CH2:11]1)(=O)[CH3:8].